Task: Predict which catalyst facilitates the given reaction.. Dataset: Catalyst prediction with 721,799 reactions and 888 catalyst types from USPTO (1) Reactant: [Cl:1][C:2]1[CH:9]=[CH:8][CH:7]=[C:6]([NH:10][CH:11]([CH3:13])[CH3:12])[C:3]=1[CH:4]=O.C(N)CN.C(O)(=O)C.CC1(C)O[C:28](=[O:29])[CH2:27][C:25](=[O:26])[O:24]1. Product: [Cl:1][C:2]1[CH:9]=[CH:8][CH:7]=[C:6]2[C:3]=1[CH:4]=[C:27]([C:25]([OH:26])=[O:24])[C:28](=[O:29])[N:10]2[CH:11]([CH3:13])[CH3:12]. The catalyst class is: 5. (2) The catalyst class is: 10. Product: [F:19][C:16]1[CH:17]=[CH:18][C:13]2[N:14]([CH:2]=[C:3]([C:5]3[CH:10]=[CH:9][C:8]([OH:11])=[CH:7][CH:6]=3)[N:12]=2)[CH:15]=1. Reactant: Br[CH2:2][C:3]([C:5]1[CH:10]=[CH:9][C:8]([OH:11])=[CH:7][CH:6]=1)=O.[NH2:12][C:13]1[CH:18]=[CH:17][C:16]([F:19])=[CH:15][N:14]=1. (3) Reactant: [N+:1]([C:4]1[CH:5]=[C:6]([C:22](O)=[O:23])[C:7]([C:10]2[C:11](C(O)=O)=[CH:12][C:13]([N+:16]([O-:18])=[O:17])=[CH:14][CH:15]=2)=[CH:8][CH:9]=1)([O-:3])=[O:2].O.Cl. Product: [OH:23][CH2:22][C:6]1[CH:5]=[C:4]([N+:1]([O-:3])=[O:2])[CH:9]=[CH:8][C:7]=1[C:10]1[CH:15]=[CH:14][C:13]([N+:16]([O-:18])=[O:17])=[CH:12][CH:11]=1. The catalyst class is: 7. (4) Reactant: O[C:2]1[N:3]=[N+:4]([O-:12])[C:5]2[CH:11]=[CH:10][CH:9]=[CH:8][C:6]=2[N:7]=1.CN(C)C1C=CC=CC=1.O=P(Cl)(Cl)[Cl:24]. Product: [Cl:24][C:2]1[N:3]=[N+:4]([O-:12])[C:5]2[CH:11]=[CH:10][CH:9]=[CH:8][C:6]=2[N:7]=1. The catalyst class is: 6.